This data is from Full USPTO retrosynthesis dataset with 1.9M reactions from patents (1976-2016). The task is: Predict the reactants needed to synthesize the given product. (1) Given the product [NH2:16][C@@H:14]([CH3:15])[C:13]([NH:12][CH2:11][CH2:10][CH2:9][NH:8][C:6]1[S:7][C:3]([CH:1]=[O:2])=[CH:4][N:5]=1)=[O:24], predict the reactants needed to synthesize it. The reactants are: [CH:1]([C:3]1[S:7][C:6]([NH:8][CH2:9][CH2:10][CH2:11][NH:12][C:13](=[O:24])[C@@H:14]([NH:16]C(=O)OC(C)(C)C)[CH3:15])=[N:5][CH:4]=1)=[O:2].Cl.C(OCC)C. (2) Given the product [C:1]1([N:7]2[C:12](=[O:13])[C:11]([C:14]3[CH:19]=[CH:18][C:17]([F:20])=[CH:16][CH:15]=3)=[C:10]([OH:21])[CH:9]=[N:8]2)[CH:2]=[CH:3][CH:4]=[CH:5][CH:6]=1, predict the reactants needed to synthesize it. The reactants are: [C:1]1([N:7]2[C:12](=[O:13])[C:11]([C:14]3[CH:19]=[CH:18][C:17]([F:20])=[CH:16][CH:15]=3)=[C:10]([O:21]C)[CH:9]=[N:8]2)[CH:6]=[CH:5][CH:4]=[CH:3][CH:2]=1.Br.